Dataset: Merck oncology drug combination screen with 23,052 pairs across 39 cell lines. Task: Regression. Given two drug SMILES strings and cell line genomic features, predict the synergy score measuring deviation from expected non-interaction effect. (1) Drug 1: CN1C(=O)C=CC2(C)C3CCC4(C)C(NC(=O)OCC(F)(F)F)CCC4C3CCC12. Drug 2: N#Cc1ccc(Cn2cncc2CN2CCN(c3cccc(Cl)c3)C(=O)C2)cc1. Cell line: VCAP. Synergy scores: synergy=26.4. (2) Drug 1: O=S1(=O)NC2(CN1CC(F)(F)F)C1CCC2Cc2cc(C=CCN3CCC(C(F)(F)F)CC3)ccc2C1. Drug 2: O=P1(N(CCCl)CCCl)NCCCO1. Cell line: LNCAP. Synergy scores: synergy=-24.1. (3) Drug 2: CCc1cnn2c(NCc3ccc[n+]([O-])c3)cc(N3CCCCC3CCO)nc12. Drug 1: CS(=O)(=O)CCNCc1ccc(-c2ccc3ncnc(Nc4ccc(OCc5cccc(F)c5)c(Cl)c4)c3c2)o1. Cell line: LOVO. Synergy scores: synergy=24.1. (4) Drug 1: O=C(CCCCCCC(=O)Nc1ccccc1)NO. Drug 2: O=C(O)C1(Cc2cccc(Nc3nccs3)n2)CCC(Oc2cccc(Cl)c2F)CC1. Cell line: LNCAP. Synergy scores: synergy=2.54.